Dataset: Full USPTO retrosynthesis dataset with 1.9M reactions from patents (1976-2016). Task: Predict the reactants needed to synthesize the given product. Given the product [CH3:1][O:2][CH2:3][CH2:4][C:5]1[N:6]([CH2:18][CH2:19][O:20][CH2:23][C:22]#[CH:21])[C:7]2[C:16]3[CH:15]=[CH:14][CH:13]=[CH:12][C:11]=3[N:10]=[CH:9][C:8]=2[N:17]=1, predict the reactants needed to synthesize it. The reactants are: [CH3:1][O:2][CH2:3][CH2:4][C:5]1[N:6]([CH2:18][CH2:19][OH:20])[C:7]2[C:16]3[CH:15]=[CH:14][CH:13]=[CH:12][C:11]=3[N:10]=[CH:9][C:8]=2[N:17]=1.[CH2:21](Br)[C:22]#[CH:23].